This data is from Merck oncology drug combination screen with 23,052 pairs across 39 cell lines. The task is: Regression. Given two drug SMILES strings and cell line genomic features, predict the synergy score measuring deviation from expected non-interaction effect. (1) Drug 1: O=C(O)C1(Cc2cccc(Nc3nccs3)n2)CCC(Oc2cccc(Cl)c2F)CC1. Drug 2: Cn1cc(-c2cnn3c(N)c(Br)c(C4CCCNC4)nc23)cn1. Cell line: ES2. Synergy scores: synergy=3.90. (2) Drug 1: O=C(NOCC(O)CO)c1ccc(F)c(F)c1Nc1ccc(I)cc1F. Drug 2: Cn1cc(-c2cnn3c(N)c(Br)c(C4CCCNC4)nc23)cn1. Cell line: NCIH2122. Synergy scores: synergy=-16.6. (3) Drug 1: CN(Cc1cnc2nc(N)nc(N)c2n1)c1ccc(C(=O)NC(CCC(=O)O)C(=O)O)cc1. Drug 2: Cn1c(=O)n(-c2ccc(C(C)(C)C#N)cc2)c2c3cc(-c4cnc5ccccc5c4)ccc3ncc21. Cell line: PA1. Synergy scores: synergy=-33.0. (4) Drug 1: O=S1(=O)NC2(CN1CC(F)(F)F)C1CCC2Cc2cc(C=CCN3CCC(C(F)(F)F)CC3)ccc2C1. Drug 2: COc1cc(C2c3cc4c(cc3C(OC3OC5COC(C)OC5C(O)C3O)C3COC(=O)C23)OCO4)cc(OC)c1O. Cell line: OCUBM. Synergy scores: synergy=3.44. (5) Drug 1: CC1(c2nc3c(C(N)=O)cccc3[nH]2)CCCN1. Drug 2: Cn1c(=O)n(-c2ccc(C(C)(C)C#N)cc2)c2c3cc(-c4cnc5ccccc5c4)ccc3ncc21. Cell line: RPMI7951. Synergy scores: synergy=28.0. (6) Drug 1: CCC1(O)CC2CN(CCc3c([nH]c4ccccc34)C(C(=O)OC)(c3cc4c(cc3OC)N(C)C3C(O)(C(=O)OC)C(OC(C)=O)C5(CC)C=CCN6CCC43C65)C2)C1. Drug 2: NC(=O)c1cccc2cn(-c3ccc(C4CCCNC4)cc3)nc12. Cell line: DLD1. Synergy scores: synergy=-3.68. (7) Drug 1: CCC1(O)CC2CN(CCc3c([nH]c4ccccc34)C(C(=O)OC)(c3cc4c(cc3OC)N(C)C3C(O)(C(=O)OC)C(OC(C)=O)C5(CC)C=CCN6CCC43C65)C2)C1. Drug 2: Cn1c(=O)n(-c2ccc(C(C)(C)C#N)cc2)c2c3cc(-c4cnc5ccccc5c4)ccc3ncc21. Cell line: MDAMB436. Synergy scores: synergy=15.7. (8) Drug 2: COC1=C2CC(C)CC(OC)C(O)C(C)C=C(C)C(OC(N)=O)C(OC)C=CC=C(C)C(=O)NC(=CC1=O)C2=O. Drug 1: Cn1nnc2c(C(N)=O)ncn2c1=O. Synergy scores: synergy=-7.14. Cell line: UWB1289. (9) Drug 1: CN1C(=O)C=CC2(C)C3CCC4(C)C(NC(=O)OCC(F)(F)F)CCC4C3CCC12. Drug 2: CCc1cnn2c(NCc3ccc[n+]([O-])c3)cc(N3CCCCC3CCO)nc12. Cell line: OV90. Synergy scores: synergy=-14.7.